This data is from Full USPTO retrosynthesis dataset with 1.9M reactions from patents (1976-2016). The task is: Predict the reactants needed to synthesize the given product. (1) Given the product [Cl:1][C:2]1[CH:3]=[C:4]([CH:5]=[CH:6][C:7]=1[Cl:8])[O:9][C:17]1[N:24]=[CH:23][CH:22]=[CH:21][C:18]=1[CH:19]=[O:20], predict the reactants needed to synthesize it. The reactants are: [Cl:1][C:2]1[CH:3]=[C:4]([OH:9])[CH:5]=[CH:6][C:7]=1[Cl:8].C([O-])([O-])=O.[K+].[K+].Cl[C:17]1[N:24]=[CH:23][CH:22]=[CH:21][C:18]=1[CH:19]=[O:20]. (2) Given the product [C:4]([CH:5]([C:6]1[CH:11]=[CH:10][CH:9]=[CH:8][CH:7]=1)[NH:19][C:18]1[CH:20]=[CH:21][C:15]([Cl:14])=[CH:16][CH:17]=1)#[CH:3], predict the reactants needed to synthesize it. The reactants are: C(=O)([O-])O[CH2:3][CH:4]=[CH:5][C:6]1[CH:11]=[CH:10][CH:9]=[CH:8][CH:7]=1.[Cl:14][C:15]1[CH:21]=[CH:20][C:18]([NH2:19])=[CH:17][CH:16]=1. (3) Given the product [NH2:15][C:11]1[N:10]=[C:9]([NH:8][C:21](=[O:22])[C:20]2[CH:24]=[CH:25][C:17]([F:16])=[CH:18][CH:19]=2)[CH:14]=[CH:13][CH:12]=1, predict the reactants needed to synthesize it. The reactants are: C(N(CC)CC)C.[NH2:8][C:9]1[CH:14]=[CH:13][CH:12]=[C:11]([NH2:15])[N:10]=1.[F:16][C:17]1[CH:25]=[CH:24][C:20]([C:21](Cl)=[O:22])=[CH:19][CH:18]=1. (4) Given the product [C:47]([C:39]1[C:38]([NH:37][C:10]([C:7]2[S:8][CH:9]=[C:5]([CH:3]([CH3:2])[CH3:4])[N:6]=2)=[O:12])=[C:43]([CH3:44])[C:42]([O:45][CH3:46])=[CH:41][CH:40]=1)(=[O:49])[CH3:48], predict the reactants needed to synthesize it. The reactants are: [Li+].[CH3:2][CH:3]([C:5]1[N:6]=[C:7]([C:10]([O-:12])=O)[S:8][CH:9]=1)[CH3:4].CN(C(ON1N=NC2C=CC=NC1=2)=[N+](C)C)C.F[P-](F)(F)(F)(F)F.[NH2:37][C:38]1[C:43]([CH3:44])=[C:42]([O:45][CH3:46])[CH:41]=[CH:40][C:39]=1[C:47](=[O:49])[CH3:48].